Dataset: CYP1A2 inhibition data for predicting drug metabolism from PubChem BioAssay. Task: Regression/Classification. Given a drug SMILES string, predict its absorption, distribution, metabolism, or excretion properties. Task type varies by dataset: regression for continuous measurements (e.g., permeability, clearance, half-life) or binary classification for categorical outcomes (e.g., BBB penetration, CYP inhibition). Dataset: cyp1a2_veith. (1) The drug is O=C(/C=C/c1ccc2ccccc2c1)c1ccoc1. The result is 1 (inhibitor). (2) The result is 0 (non-inhibitor). The molecule is COC(=O)/C=C\C(=O)N[C@@H]1CC[C@@]2(O)[C@H]3Cc4ccc(O)c5c4[C@@]2(CCN3CC2CC2)[C@@H]1O5.